This data is from Catalyst prediction with 721,799 reactions and 888 catalyst types from USPTO. The task is: Predict which catalyst facilitates the given reaction. (1) Product: [N:1]1([CH2:10][CH2:11][N:12]2[CH2:17][CH2:16][O:15][C@H:14]([CH2:18][O:19][C:26]3[CH:25]=[CH:24][CH:23]=[C:22]([O:21][CH3:20])[CH:27]=3)[CH2:13]2)[C:9]2[C:4](=[CH:5][CH:6]=[CH:7][CH:8]=2)[CH2:3][CH2:2]1. The catalyst class is: 1. Reactant: [N:1]1([CH2:10][CH2:11][N:12]2[CH2:17][CH2:16][O:15][C@H:14]([CH2:18][OH:19])[CH2:13]2)[C:9]2[C:4](=[CH:5][CH:6]=[CH:7][CH:8]=2)[CH2:3][CH2:2]1.[CH3:20][O:21][C:22]1[CH:23]=[C:24](O)[CH:25]=[CH:26][CH:27]=1.C1(P(C2C=CC=CC=2)C2C=CC=CC=2)C=CC=CC=1.CCOC(/N=N/C(OCC)=O)=O. (2) Reactant: [CH3:1][N:2]([CH3:19])[CH:3]1[CH2:7][CH2:6][N:5]([C:8](=[O:18])[C:9]2[CH:14]=[CH:13][C:12]([N+:15]([O-])=O)=[CH:11][CH:10]=2)[CH2:4]1.NN. Product: [NH2:15][C:12]1[CH:13]=[CH:14][C:9]([C:8]([N:5]2[CH2:6][CH2:7][CH:3]([N:2]([CH3:1])[CH3:19])[CH2:4]2)=[O:18])=[CH:10][CH:11]=1. The catalyst class is: 94. (3) Reactant: [Cl:1][C:2]1[CH:16]=[CH:15][C:5]2[C:6]3[S:11][C:10]([C:12]#[N:13])=[C:9]([OH:14])[C:7]=3[S:8][C:4]=2[CH:3]=1.C(=O)([O-])[O-].[K+].[K+].Br[CH2:24][C:25]([O:27][CH3:28])=[O:26]. The catalyst class is: 39. Product: [Cl:1][C:2]1[CH:16]=[CH:15][C:5]2[C:6]3[S:11][C:10]([C:12]#[N:13])=[C:9]([O:14][CH2:24][C:25]([O:27][CH3:28])=[O:26])[C:7]=3[S:8][C:4]=2[CH:3]=1. (4) Reactant: [O:1]=[C:2]1[N:7]([CH2:8][C:9]2[N:10]=[N:11][NH:12][N:13]=2)[C:6]2[CH:14]=[C:15]([C:17]3[CH:22]=[CH:21][CH:20]=[CH:19][CH:18]=3)[S:16][C:5]=2[C:4](=[O:23])[N:3]1[CH:24]1[CH2:29][CH2:28][N:27]([C:30]([O:32][C:33]([CH3:36])([CH3:35])[CH3:34])=[O:31])[CH2:26][CH2:25]1.[H-].[Li+].Br[CH2:40][CH3:41]. Product: [CH2:40]([N:13]1[C:9]([CH2:8][N:7]2[C:6]3[CH:14]=[C:15]([C:17]4[CH:18]=[CH:19][CH:20]=[CH:21][CH:22]=4)[S:16][C:5]=3[C:4](=[O:23])[N:3]([CH:24]3[CH2:25][CH2:26][N:27]([C:30]([O:32][C:33]([CH3:36])([CH3:35])[CH3:34])=[O:31])[CH2:28][CH2:29]3)[C:2]2=[O:1])=[N:10][N:11]=[N:12]1)[CH3:41].[CH2:40]([N:11]1[N:12]=[N:13][C:9]([CH2:8][N:7]2[C:6]3[CH:14]=[C:15]([C:17]4[CH:18]=[CH:19][CH:20]=[CH:21][CH:22]=4)[S:16][C:5]=3[C:4](=[O:23])[N:3]([CH:24]3[CH2:25][CH2:26][N:27]([C:30]([O:32][C:33]([CH3:36])([CH3:35])[CH3:34])=[O:31])[CH2:28][CH2:29]3)[C:2]2=[O:1])=[N:10]1)[CH3:41]. The catalyst class is: 3. (5) Reactant: [CH3:1][S:2]([CH2:5][C:6]1[CH:11]=[C:10]([N:12]2[CH2:17][CH2:16][O:15][CH2:14][CH2:13]2)[N:9]=[C:8]([C:18]2[CH:24]=[CH:23][C:21]([NH2:22])=[CH:20][CH:19]=2)[N:7]=1)(=[O:4])=[O:3].[CH:25]1([S:28](Cl)(=[O:30])=[O:29])[CH2:27][CH2:26]1.C(O)C(N)(CO)CO. Product: [CH3:1][S:2]([CH2:5][C:6]1[CH:11]=[C:10]([N:12]2[CH2:17][CH2:16][O:15][CH2:14][CH2:13]2)[N:9]=[C:8]([C:18]2[CH:24]=[CH:23][C:21]([NH:22][S:28]([CH:25]3[CH2:27][CH2:26]3)(=[O:30])=[O:29])=[CH:20][CH:19]=2)[N:7]=1)(=[O:4])=[O:3]. The catalyst class is: 17. (6) The catalyst class is: 116. Reactant: [Cl:1][C:2]1[CH:3]=[C:4]([C:12]2[N:16]=[C:15]([C:17]3[C:18]([CH3:24])=[C:19]([OH:23])[CH:20]=[CH:21][CH:22]=3)[O:14][N:13]=2)[CH:5]=[CH:6][C:7]=1[O:8][CH:9]([CH3:11])[CH3:10].CC1(C)[O:30][C@@H:29]([CH2:31]O)[CH2:28][O:27]1.C1(P(C2C=CC=CC=2)C2C=CC=CC=2)C=CC=CC=1.Cl.C(O)(C(F)(F)F)=O. Product: [Cl:1][C:2]1[CH:3]=[C:4]([C:12]2[N:16]=[C:15]([C:17]3[C:18]([CH3:24])=[C:19]([CH:20]=[CH:21][CH:22]=3)[O:23][CH2:31][C@H:29]([OH:30])[CH2:28][OH:27])[O:14][N:13]=2)[CH:5]=[CH:6][C:7]=1[O:8][CH:9]([CH3:10])[CH3:11]. (7) Reactant: [CH:1]1([C:6]2[O:10][N:9]=[C:8]([C:11]3[C:16]([Cl:17])=[CH:15][CH:14]=[CH:13][C:12]=3[Cl:18])[C:7]=2[C:19](OCC)=[O:20])[CH2:5][CH2:4][CH2:3][CH2:2]1.[H-].C([Al+]CC(C)C)C(C)C.C1(C)C=CC=CC=1.[C@H](O)(C([O-])=O)[C@@H](O)C([O-])=O.[Na+].[K+]. Product: [CH:1]1([C:6]2[O:10][N:9]=[C:8]([C:11]3[C:16]([Cl:17])=[CH:15][CH:14]=[CH:13][C:12]=3[Cl:18])[C:7]=2[CH2:19][OH:20])[CH2:2][CH2:3][CH2:4][CH2:5]1. The catalyst class is: 54. (8) Product: [Br:1][C:2]1[C:7](=[O:8])[N:6]2[CH:9]=[CH:10][CH:11]=[CH:12][C:5]2=[N:4][C:3]=1/[CH:13]=[CH:22]/[C:21]1[CH:24]=[CH:25][CH:26]=[C:27]([CH3:31])[C:20]=1[O:19][CH:14]1[CH2:18][CH2:17][CH2:16][CH2:15]1. Reactant: [Br:1][C:2]1[C:7](=[O:8])[N:6]2[CH:9]=[CH:10][CH:11]=[CH:12][C:5]2=[N:4][C:3]=1[CH3:13].[CH:14]1([O:19][C:20]2[C:27](OC)=[CH:26][CH:25]=[CH:24][C:21]=2[CH:22]=O)[CH2:18][CH2:17][CH2:16][CH2:15]1.[O-][CH2:31]C.[Na+]. The catalyst class is: 8. (9) Reactant: [Cl:1][C:2]1[CH:7]=[CH:6][C:5]([N+:8]([O-:10])=[O:9])=[CH:4][C:3]=1[OH:11].[Br:12][CH2:13][CH2:14]Br.C([O-])([O-])=O.[K+].[K+]. Product: [Br:12][CH2:13][CH2:14][O:11][C:3]1[CH:4]=[C:5]([N+:8]([O-:10])=[O:9])[CH:6]=[CH:7][C:2]=1[Cl:1]. The catalyst class is: 21.